From a dataset of Forward reaction prediction with 1.9M reactions from USPTO patents (1976-2016). Predict the product of the given reaction. (1) Given the reactants Br[C:2]1[C:3]([N:21]([CH3:26])[S:22]([CH3:25])(=[O:24])=[O:23])=[CH:4][C:5]2[O:9][C:8]([C:10]3[O:11][C:12]([CH3:15])=[N:13][N:14]=3)=[C:7]([C:16]([NH:18][CH3:19])=[O:17])[C:6]=2[CH:20]=1.[F:27][C:28]1[C:29]2[CH:30]=[C:31]3[C:40]4[N:41]=[C:42]([Sn](C)(C)C)[CH:43]=[CH:44][C:39]=4[O:38][CH2:37][N:32]3[C:33]=2[CH:34]=[CH:35][CH:36]=1.[Li+].[Cl-], predict the reaction product. The product is: [F:27][C:28]1[C:29]2[CH:30]=[C:31]3[C:40]4[N:41]=[C:42]([C:2]5[C:3]([N:21]([CH3:26])[S:22]([CH3:25])(=[O:24])=[O:23])=[CH:4][C:5]6[O:9][C:8]([C:10]7[O:11][C:12]([CH3:15])=[N:13][N:14]=7)=[C:7]([C:16]([NH:18][CH3:19])=[O:17])[C:6]=6[CH:20]=5)[CH:43]=[CH:44][C:39]=4[O:38][CH2:37][N:32]3[C:33]=2[CH:34]=[CH:35][CH:36]=1. (2) Given the reactants [N:1]1[CH:6]=[CH:5][CH:4]=[C:3]([S:7](Cl)(=[O:9])=[O:8])[CH:2]=1.[Cl:11][C:12]1[CH:17]=[C:16]([Cl:18])[CH:15]=[CH:14][C:13]=1[N:19]1[C:23]([C:24]2[CH:29]=[CH:28][C:27]([OH:30])=[CH:26][CH:25]=2)=[C:22]([CH3:31])[C:21]([C:32]([NH:34][N:35]2[CH2:40][CH2:39][CH2:38][CH2:37][CH2:36]2)=[O:33])=[N:20]1.O, predict the reaction product. The product is: [N:1]1[CH:6]=[CH:5][CH:4]=[C:3]([S:7]([O:30][C:27]2[CH:26]=[CH:25][C:24]([C:23]3[N:19]([C:13]4[CH:14]=[CH:15][C:16]([Cl:18])=[CH:17][C:12]=4[Cl:11])[N:20]=[C:21]([C:32]([NH:34][N:35]4[CH2:36][CH2:37][CH2:38][CH2:39][CH2:40]4)=[O:33])[C:22]=3[CH3:31])=[CH:29][CH:28]=2)(=[O:9])=[O:8])[CH:2]=1.